Task: Regression. Given a peptide amino acid sequence and an MHC pseudo amino acid sequence, predict their binding affinity value. This is MHC class I binding data.. Dataset: Peptide-MHC class I binding affinity with 185,985 pairs from IEDB/IMGT The peptide sequence is EVIPMFSAL. The MHC is HLA-B40:01 with pseudo-sequence HLA-B40:01. The binding affinity (normalized) is 0.390.